The task is: Regression. Given a peptide amino acid sequence and an MHC pseudo amino acid sequence, predict their binding affinity value. This is MHC class II binding data.. This data is from Peptide-MHC class II binding affinity with 134,281 pairs from IEDB. (1) The peptide sequence is AEDVIPEGWKADTSY. The MHC is DRB1_0401 with pseudo-sequence DRB1_0401. The binding affinity (normalized) is 0.172. (2) The peptide sequence is YDKFLANISTVLTGK. The MHC is DRB1_0401 with pseudo-sequence DRB1_0401. The binding affinity (normalized) is 0.684.